Dataset: Forward reaction prediction with 1.9M reactions from USPTO patents (1976-2016). Task: Predict the product of the given reaction. Given the reactants C([O:3][C:4](=[O:18])[C:5]([CH3:17])([S:7]([CH2:10][CH:11]1[CH2:16][CH2:15][O:14][CH2:13][CH2:12]1)(=[O:9])=[O:8])[CH3:6])C.O.[OH-].[Li+], predict the reaction product. The product is: [CH3:17][C:5]([S:7]([CH2:10][CH:11]1[CH2:12][CH2:13][O:14][CH2:15][CH2:16]1)(=[O:9])=[O:8])([CH3:6])[C:4]([OH:18])=[O:3].